From a dataset of Forward reaction prediction with 1.9M reactions from USPTO patents (1976-2016). Predict the product of the given reaction. (1) Given the reactants [F:1][C:2]1[C:7]([F:8])=[CH:6][N:5]=[C:4]([NH:9]C(=O)C(C)(C)C)[CH:3]=1.[OH-].[Na+], predict the reaction product. The product is: [F:1][C:2]1[C:7]([F:8])=[CH:6][N:5]=[C:4]([NH2:9])[CH:3]=1. (2) Given the reactants [C:1]([NH:9][CH:10]([CH3:16])[CH:11]([CH3:15])[C:12]([OH:14])=O)(=[O:8])[C:2]1[CH:7]=[CH:6][CH:5]=[CH:4][CH:3]=1.[Cl:17][C:18]1[CH:23]=[CH:22][C:21]([C@@:24]2([OH:32])[CH2:29][CH2:28][NH:27][CH2:26][C:25]2([CH3:31])[CH3:30])=[CH:20][CH:19]=1.C(N(CC)C(C)C)(C)C.F[P-](F)(F)(F)(F)F.N1(O[P+](N(C)C)(N(C)C)N(C)C)C2C=CC=CC=2N=N1, predict the reaction product. The product is: [Cl:17][C:18]1[CH:23]=[CH:22][C:21]([C@@:24]2([OH:32])[CH2:29][CH2:28][N:27]([C:12](=[O:14])[CH:11]([CH3:15])[CH:10]([NH:9][C:1](=[O:8])[C:2]3[CH:3]=[CH:4][CH:5]=[CH:6][CH:7]=3)[CH3:16])[CH2:26][C:25]2([CH3:30])[CH3:31])=[CH:20][CH:19]=1. (3) Given the reactants [C:1]([C:3]([CH3:36])([CH3:35])[C:4]1[CH:5]=[C:6]([CH:30]=[C:31]([O:33]C)[CH:32]=1)[C:7]([NH:9][C:10]1[CH:15]=[CH:14][C:13]([CH3:16])=[C:12]([NH:17][C:18]2[CH:19]=[C:20]3[C:25](=[CH:26][CH:27]=2)[N:24]=[CH:23][N:22]([CH3:28])[C:21]3=[O:29])[CH:11]=1)=[O:8])#[N:2].[OH-].[Na+], predict the reaction product. The product is: [C:1]([C:3]([C:4]1[CH:5]=[C:6]([CH:30]=[C:31]([OH:33])[CH:32]=1)[C:7]([NH:9][C:10]1[CH:15]=[CH:14][C:13]([CH3:16])=[C:12]([NH:17][C:18]2[CH:19]=[C:20]3[C:25](=[CH:26][CH:27]=2)[N:24]=[CH:23][N:22]([CH3:28])[C:21]3=[O:29])[CH:11]=1)=[O:8])([CH3:35])[CH3:36])#[N:2]. (4) Given the reactants C(N([CH2:6][CH3:7])CC)C.Cl[C:9]([O:11][C:12]1[CH:17]=[CH:16][CH:15]=[CH:14][CH:13]=1)=[O:10].[CH3:18][O:19][C:20]1[CH:21]=[C:22]([NH2:32])[CH:23]=[CH:24][C:25]=1[N:26]1[CH:30]=[C:29]([CH3:31])[N:28]=[CH:27]1.[OH2:33].[CH2:34]1[CH2:38]O[CH2:36][CH2:35]1.CN([CH:42]=[O:43])C, predict the reaction product. The product is: [CH3:18][O:19][C:20]1[CH:21]=[C:22]([N:32]([C:42]([O:43][C:7]2[CH:6]=[CH:36][CH:35]=[CH:34][CH:38]=2)=[O:33])[C:9](=[O:10])[O:11][C:12]2[CH:17]=[CH:16][CH:15]=[CH:14][CH:13]=2)[CH:23]=[CH:24][C:25]=1[N:26]1[CH:30]=[C:29]([CH3:31])[N:28]=[CH:27]1.